Dataset: Forward reaction prediction with 1.9M reactions from USPTO patents (1976-2016). Task: Predict the product of the given reaction. (1) Given the reactants [C:1]([O:5][C:6]([NH:8][C@@H:9]([CH2:13][OH:14])[C:10]([OH:12])=[O:11])=[O:7])([CH3:4])([CH3:3])[CH3:2].[H-].[Na+].F[C:18]1[CH:23]=[C:22]([CH3:24])[CH:21]=[CH:20][C:19]=1[N+:25]([O-:27])=[O:26], predict the reaction product. The product is: [C:1]([O:5][C:6]([NH:8][C@@H:9]([CH2:13][O:14][C:18]1[CH:23]=[C:22]([CH3:24])[CH:21]=[CH:20][C:19]=1[N+:25]([O-:27])=[O:26])[C:10]([OH:12])=[O:11])=[O:7])([CH3:4])([CH3:3])[CH3:2]. (2) Given the reactants [C:1]([NH:4][C@@H:5]1[CH2:10][C@H:9]([NH2:11])[CH2:8][CH2:7][C@@H:6]1[N:12]1[CH2:16][CH2:15][C@H:14]([NH:17][C:18](=[O:27])[O:19][CH2:20][C:21]2[CH:26]=[CH:25][CH:24]=[CH:23][CH:22]=2)[C:13]1=[O:28])(=[O:3])[CH3:2].C(N(CC)CC)C.[CH3:36][O:37][C:38]1[CH:45]=[CH:44][C:41]([CH:42]=O)=[CH:40][CH:39]=1.[BH4-].[Na+], predict the reaction product. The product is: [C:1]([NH:4][C@@H:5]1[CH2:10][C@H:9]([NH:11][CH2:42][C:41]2[CH:44]=[CH:45][C:38]([O:37][CH3:36])=[CH:39][CH:40]=2)[CH2:8][CH2:7][C@@H:6]1[N:12]1[CH2:16][CH2:15][C@H:14]([NH:17][C:18](=[O:27])[O:19][CH2:20][C:21]2[CH:22]=[CH:23][CH:24]=[CH:25][CH:26]=2)[C:13]1=[O:28])(=[O:3])[CH3:2]. (3) Given the reactants Cl[C:2]1[C:3]2[CH:10]=[CH:9][NH:8][C:4]=2[N:5]=[CH:6][N:7]=1.[Cl:11][C:12]1[CH:13]=[C:14]([NH2:19])[CH:15]=[CH:16][C:17]=1[F:18], predict the reaction product. The product is: [Cl:11][C:12]1[CH:13]=[C:14]([NH:19][C:2]2[C:3]3[CH:10]=[CH:9][NH:8][C:4]=3[N:5]=[CH:6][N:7]=2)[CH:15]=[CH:16][C:17]=1[F:18]. (4) Given the reactants CN(C(ON1N=NC2C=CC=NC1=2)=[N+](C)C)C.F[P-](F)(F)(F)(F)F.[C:25]([N:35]([CH3:41])[C@H:36]([C:38]([OH:40])=O)[CH3:37])([O:27][CH2:28][C:29]1[CH:34]=[CH:33][CH:32]=[CH:31][CH:30]=1)=[O:26].CCN(C(C)C)C(C)C.[NH2:51][CH:52]([C:78]([CH3:81])([CH3:80])[CH3:79])[C:53]([N:55]1[CH2:59][CH2:58][CH:57]2[N:60]([CH:72]3[CH2:77][CH2:76][O:75][CH2:74][CH2:73]3)[CH2:61][CH:62]([O:63][C:64]3[CH:69]=[CH:68][C:67]([F:70])=[C:66]([F:71])[CH:65]=3)[CH:56]12)=[O:54], predict the reaction product. The product is: [CH2:28]([O:27][C:25](=[O:26])[N:35]([CH:36]([C:38](=[O:40])[NH:51][CH:52]([C:53]([N:55]1[CH2:59][CH2:58][CH:57]2[N:60]([CH:72]3[CH2:77][CH2:76][O:75][CH2:74][CH2:73]3)[CH2:61][CH:62]([O:63][C:64]3[CH:69]=[CH:68][C:67]([F:70])=[C:66]([F:71])[CH:65]=3)[CH:56]12)=[O:54])[C:78]([CH3:80])([CH3:79])[CH3:81])[CH3:37])[CH3:41])[C:29]1[CH:30]=[CH:31][CH:32]=[CH:33][CH:34]=1. (5) Given the reactants [CH3:1][O:2][C:3](=[O:25])[C:4]1[CH:9]=[CH:8][C:7]([C:10]([CH2:22][CH3:23])([C:13]2[CH:18]=[CH:17][C:16]([C:19]#[CH:20])=[C:15]([CH3:21])[CH:14]=2)[CH2:11][CH3:12])=[CH:6][C:5]=1[CH3:24].C[Si](C)(C)[N-][Si](C)(C)C.[Li+].[CH3:36][CH2:37][C:38](=[O:41])[CH2:39][CH3:40], predict the reaction product. The product is: [CH3:1][O:2][C:3](=[O:25])[C:4]1[CH:9]=[CH:8][C:7]([C:10]([CH2:11][CH3:12])([C:13]2[CH:18]=[CH:17][C:16]([C:19]#[C:20][C:38]([CH2:39][CH3:40])([OH:41])[CH2:37][CH3:36])=[C:15]([CH3:21])[CH:14]=2)[CH2:22][CH3:23])=[CH:6][C:5]=1[CH3:24]. (6) Given the reactants [Cl:1][C:2]1[N:7]=[CH:6][C:5]([OH:8])=[CH:4][C:3]=1[F:9].CI.[C:12](=O)([O-])[O-].[K+].[K+], predict the reaction product. The product is: [Cl:1][C:2]1[C:3]([F:9])=[CH:4][C:5]([O:8][CH3:12])=[CH:6][N:7]=1. (7) Given the reactants COC[O:4][C:5]1[CH:6]=[N:7][CH:8]=[CH:9][C:10]=1[CH:11]=[O:12].Cl.C([O-])([O-])=O.[K+].[K+], predict the reaction product. The product is: [OH:4][C:5]1[CH:6]=[N:7][CH:8]=[CH:9][C:10]=1[CH:11]=[O:12]. (8) Given the reactants [CH2:1]([O:3][C:4]([C:6]1[N:10]([CH2:11][C:12]2[CH:17]=[CH:16][C:15]([C:18]3[CH:23]=[CH:22][CH:21]=[CH:20][C:19]=3[C:24]3[N:28]([C:29]([C:42]4[CH:47]=[CH:46][CH:45]=[CH:44][CH:43]=4)([C:36]4[CH:41]=[CH:40][CH:39]=[CH:38][CH:37]=4)[C:30]4[CH:35]=[CH:34][CH:33]=[CH:32][CH:31]=4)[N:27]=[N:26][N:25]=3)=[CH:14][CH:13]=2)[C:9]([CH2:48][CH2:49][CH3:50])=[N:8][C:7]=1[CH2:51][S:52][CH2:53][CH2:54][OH:55])=[O:5])[CH3:2].[CH3:56][S:57](Cl)(=[O:59])=[O:58].C(N(CC)C(C)C)(C)C, predict the reaction product. The product is: [CH2:1]([O:3][C:4]([C:6]1[N:10]([CH2:11][C:12]2[CH:13]=[CH:14][C:15]([C:18]3[CH:23]=[CH:22][CH:21]=[CH:20][C:19]=3[C:24]3[N:28]([C:29]([C:42]4[CH:43]=[CH:44][CH:45]=[CH:46][CH:47]=4)([C:36]4[CH:37]=[CH:38][CH:39]=[CH:40][CH:41]=4)[C:30]4[CH:35]=[CH:34][CH:33]=[CH:32][CH:31]=4)[N:27]=[N:26][N:25]=3)=[CH:16][CH:17]=2)[C:9]([CH2:48][CH2:49][CH3:50])=[N:8][C:7]=1[CH2:51][S:52][CH2:53][CH2:54][O:55][S:57]([CH3:56])(=[O:59])=[O:58])=[O:5])[CH3:2]. (9) Given the reactants C[O:2][C:3](=[O:38])[CH2:4][C:5]1[CH:10]=[CH:9][CH:8]=[C:7]([O:11][CH2:12][CH2:13][CH2:14][N:15]([CH2:24][CH:25]([C:32]2[CH:37]=[CH:36][CH:35]=[CH:34][CH:33]=2)[C:26]2[CH:31]=[CH:30][CH:29]=[CH:28][CH:27]=2)[CH2:16][C:17]2[CH:22]=[CH:21][CH:20]=[C:19]([Cl:23])[CH:18]=2)[CH:6]=1.[OH-].[Na+], predict the reaction product. The product is: [C:26]1([CH:25]([C:32]2[CH:33]=[CH:34][CH:35]=[CH:36][CH:37]=2)[CH2:24][N:15]([CH2:16][C:17]2[CH:22]=[CH:21][CH:20]=[C:19]([Cl:23])[CH:18]=2)[CH2:14][CH2:13][CH2:12][O:11][C:7]2[CH:6]=[C:5]([CH2:4][C:3]([OH:38])=[O:2])[CH:10]=[CH:9][CH:8]=2)[CH:27]=[CH:28][CH:29]=[CH:30][CH:31]=1.